From a dataset of Forward reaction prediction with 1.9M reactions from USPTO patents (1976-2016). Predict the product of the given reaction. (1) Given the reactants [Cl-:1].[K+:2].[B:3](O)(O)[OH:4].[OH-:7].[Na+:8].C([CH:11]=[O:12])=O, predict the reaction product. The product is: [OH-:4].[Na+:8].[C:11](=[O:12])([OH:4])[O-:7].[Na+:8].[Cl-:1].[K+:2].[B:3]. (2) Given the reactants C(OC(=O)[NH:7][CH:8]1[CH2:17][C:16]2[C:11](=[CH:12][CH:13]=[C:14]([C:18]#[N:19])[CH:15]=2)[NH:10][CH2:9]1)(C)(C)C.[CH:21](=O)[C:22]1[CH:27]=[CH:26][CH:25]=[CH:24][CH:23]=1, predict the reaction product. The product is: [NH2:7][CH:8]1[CH2:17][C:16]2[C:11](=[CH:12][CH:13]=[C:14]([C:18]#[N:19])[CH:15]=2)[N:10]([CH2:21][C:22]2[CH:27]=[CH:26][CH:25]=[CH:24][CH:23]=2)[CH2:9]1.